This data is from Peptide-MHC class I binding affinity with 185,985 pairs from IEDB/IMGT. The task is: Regression. Given a peptide amino acid sequence and an MHC pseudo amino acid sequence, predict their binding affinity value. This is MHC class I binding data. (1) The peptide sequence is TGIAIIAYI. The MHC is HLA-A03:01 with pseudo-sequence HLA-A03:01. The binding affinity (normalized) is 0.0847. (2) The peptide sequence is ALFHKVQSY. The MHC is HLA-B15:02 with pseudo-sequence HLA-B15:02. The binding affinity (normalized) is 0.664. (3) The peptide sequence is ALCTFLLNK. The MHC is HLA-A68:01 with pseudo-sequence HLA-A68:01. The binding affinity (normalized) is 0.357.